From a dataset of Reaction yield outcomes from USPTO patents with 853,638 reactions. Predict the reaction yield, written as a fraction of the theoretical maximum amount of product (1.0 means a 100% yield; for example, 0.34 means a 34% yield). The reactants are CN(C=O)C.O=P(Cl)(Cl)Cl.[CH2:11](N1C2C=CC=CC=2C2C1=CC=CC=2)[CH2:12][CH2:13][CH2:14][CH2:15][CH2:16][CH2:17][CH2:11][CH2:12][CH2:13][CH2:14][CH2:15][CH2:16][CH3:17].[CH2:38]([N:45]1[C:57]2[CH:56]=[CH:55][C:54]([CH:58]=[O:59])=[CH:53][C:52]=2[C:51]2[C:46]1=[CH:47][CH:48]=[C:49]([CH:60]=[O:61])[CH:50]=2)[CH2:39][CH2:40][CH2:41][CH2:42][CH2:43][CH3:44]. No catalyst specified. The product is [CH2:38]([N:45]1[C:57]2[CH:56]=[CH:55][C:54]([CH:58]=[O:59])=[CH:53][C:52]=2[C:51]2[C:46]1=[CH:47][CH:48]=[C:49]([CH:60]=[O:61])[CH:50]=2)[CH2:39][CH2:40][CH2:41][CH2:42][CH2:43][CH2:44][CH2:11][CH2:12][CH2:13][CH2:14][CH2:15][CH2:16][CH3:17]. The yield is 0.840.